From a dataset of Peptide-MHC class II binding affinity with 134,281 pairs from IEDB. Regression. Given a peptide amino acid sequence and an MHC pseudo amino acid sequence, predict their binding affinity value. This is MHC class II binding data. (1) The peptide sequence is GGKEEITPHCALMDC. The MHC is DRB1_0101 with pseudo-sequence DRB1_0101. The binding affinity (normalized) is 0.144. (2) The peptide sequence is KPIFHFVGTSTFSEY. The MHC is HLA-DQA10101-DQB10501 with pseudo-sequence HLA-DQA10101-DQB10501. The binding affinity (normalized) is 0.293. (3) The peptide sequence is EKKWFAATQFEPLAA. The MHC is DRB1_0701 with pseudo-sequence DRB1_0701. The binding affinity (normalized) is 0.753. (4) The peptide sequence is GKTKEGVLYVGSKTK. The binding affinity (normalized) is 0.628. The MHC is DRB5_0101 with pseudo-sequence DRB5_0101. (5) The peptide sequence is CGLNSVDSLEHEMWR. The MHC is DRB4_0103 with pseudo-sequence DRB4_0103. The binding affinity (normalized) is 0.